The task is: Predict the product of the given reaction.. This data is from Forward reaction prediction with 1.9M reactions from USPTO patents (1976-2016). (1) Given the reactants [CH3:1][O:2][C:3]1[CH:4]=[C:5]2[C:9](=[C:10]([O:14][CH3:15])[C:11]=1[O:12][CH3:13])[NH:8][C:7]([C:16]([N:18]1[CH2:23][CH2:22][N:21]([C:24]([C:26]3[NH:27][C:28]4[C:33]([CH:34]=3)=[CH:32][C:31]([O:35][CH3:36])=[C:30]([O:37][CH3:38])[C:29]=4[O:39][CH3:40])=O)[CH2:20][CH2:19]1)=O)=[CH:6]2.[H-].[Al+3].[Li+].[H-].[H-].[H-].O.O.O.O.O.O.O.O.O.O.S([O-])([O-])(=O)=O.[Na+].[Na+], predict the reaction product. The product is: [CH3:36][O:35][C:31]1[CH:32]=[C:33]2[C:28](=[C:29]([O:39][CH3:40])[C:30]=1[O:37][CH3:38])[NH:27][C:26]([CH2:24][N:21]1[CH2:20][CH2:19][N:18]([CH2:16][C:7]3[NH:8][C:9]4[C:5]([CH:6]=3)=[CH:4][C:3]([O:2][CH3:1])=[C:11]([O:12][CH3:13])[C:10]=4[O:14][CH3:15])[CH2:23][CH2:22]1)=[CH:34]2. (2) Given the reactants [CH3:1][O:2][C:3]1[C:8]([CH3:9])=[CH:7][C:6]([C:10]2[N:15]=[CH:14][N:13]=[C:12]([NH:16][C@@H:17]([CH2:20][O:21][CH3:22])[CH2:18][CH3:19])[C:11]=2[NH2:23])=[C:5]([CH3:24])[CH:4]=1.[C:25](OCC)(=[O:29])[C:26]([CH3:28])=O, predict the reaction product. The product is: [CH3:1][O:2][C:3]1[C:8]([CH3:9])=[CH:7][C:6]([C:10]2[C:11]3[N:23]=[C:26]([CH3:28])[C:25](=[O:29])[N:16]([C@@H:17]([CH2:20][O:21][CH3:22])[CH2:18][CH3:19])[C:12]=3[N:13]=[CH:14][N:15]=2)=[C:5]([CH3:24])[CH:4]=1. (3) Given the reactants Cl[CH2:2][CH:3](Cl)[CH3:4].[CH2:6]([CH:8]1O[CH2:9]1)Cl.C[C:12](=[CH:15][CH2:16][CH3:17])[CH:13]=O.Cl[CH2:19]C(Cl)CCl, predict the reaction product. The product is: [CH2:4]=[CH:3][CH2:2][CH2:6][CH2:8][CH2:9][CH2:19][CH2:13][CH2:12][CH2:15][CH2:16][CH3:17]. (4) Given the reactants [CH3:1][C:2]([CH2:16][CH2:17][CH:18]=[C:19]([CH3:21])[CH3:20])=[CH:3][CH2:4][O:5][C:6]1[CH:11]=[CH:10][C:9]([CH2:12][C:13](O)=[O:14])=[CH:8][CH:7]=1.C(N1C=CN=C1)(N1C=CN=C1)=O.[NH2:34][C:35]1[S:36][S:37][C:38](=[S:40])[N:39]=1.O, predict the reaction product. The product is: [CH3:1][C:2]([CH2:16][CH2:17][CH:18]=[C:19]([CH3:21])[CH3:20])=[CH:3][CH2:4][O:5][C:6]1[CH:11]=[CH:10][C:9]([CH2:12][C:13]([NH:34][C:35]2[S:36][S:37][C:38](=[S:40])[N:39]=2)=[O:14])=[CH:8][CH:7]=1. (5) Given the reactants [Cl:1][C:2]1[C:3]([C:26]2[N:30]=[CH:29][NH:28][N:27]=2)=[C:4]([NH:7][C:8](=[O:25])[CH2:9][N:10]2[C:19]3[C:14](=[CH:15][C:16]([C:20]([F:23])([F:22])[F:21])=[CH:17][CH:18]=3)[CH:13]=[CH:12][C:11]2=[O:24])[S:5][CH:6]=1.[O:31]1[CH2:36][CH2:35][N:34]([CH2:37][CH2:38][CH2:39]O)[CH2:33][CH2:32]1, predict the reaction product. The product is: [Cl:1][C:2]1[C:3]([C:26]2[N:30]=[CH:29][N:28]([CH2:39][CH2:38][CH2:37][N:34]3[CH2:35][CH2:36][O:31][CH2:32][CH2:33]3)[N:27]=2)=[C:4]([NH:7][C:8](=[O:25])[CH2:9][N:10]2[C:19]3[C:14](=[CH:15][C:16]([C:20]([F:23])([F:22])[F:21])=[CH:17][CH:18]=3)[CH:13]=[CH:12][C:11]2=[O:24])[S:5][CH:6]=1. (6) Given the reactants [F:1][C:2]1[C:9]([F:10])=[CH:8][C:7]([F:11])=[CH:6][C:3]=1[NH:4][CH3:5].Br.Br[CH:14]([C:16]1[CH:17]=[C:18]([C:33]([N:35]([CH3:37])[CH3:36])=[O:34])[CH:19]=[C:20]2[C:25]=1[O:24][C:23]([N:26]1[CH2:31][CH2:30][O:29][CH2:28][CH2:27]1)=[CH:22][C:21]2=[O:32])[CH3:15], predict the reaction product. The product is: [CH3:36][N:35]([CH3:37])[C:33]([C:18]1[CH:19]=[C:20]2[C:25](=[C:16]([CH:14]([N:4]([CH3:5])[C:3]3[CH:6]=[C:7]([F:11])[CH:8]=[C:9]([F:10])[C:2]=3[F:1])[CH3:15])[CH:17]=1)[O:24][C:23]([N:26]1[CH2:31][CH2:30][O:29][CH2:28][CH2:27]1)=[CH:22][C:21]2=[O:32])=[O:34]. (7) Given the reactants C(OC(=O)[NH:7][C:8]1([CH2:16][CH2:17][C:18]2[CH:23]=[CH:22][C:21]([O:24][CH2:25][CH2:26][CH2:27][CH2:28][CH2:29][CH2:30][CH3:31])=[C:20]([C:32]#[N:33])[CH:19]=2)[CH2:13][O:12]C(C)(C)[O:10][CH2:9]1)(C)(C)C.C1(C)C=CC(S(O)(=O)=O)=CC=1.C(=O)([O-])O.[Na+].[ClH:51], predict the reaction product. The product is: [ClH:51].[NH2:7][C:8]([CH2:16][CH2:17][C:18]1[CH:23]=[CH:22][C:21]([O:24][CH2:25][CH2:26][CH2:27][CH2:28][CH2:29][CH2:30][CH3:31])=[C:20]([C:32]#[N:33])[CH:19]=1)([CH2:13][OH:12])[CH2:9][OH:10].